Dataset: Full USPTO retrosynthesis dataset with 1.9M reactions from patents (1976-2016). Task: Predict the reactants needed to synthesize the given product. (1) Given the product [NH2:1][C:2]1[N:3]=[C:4]([O:24][CH2:26][C:27](=[O:28])[C:29]2[CH:34]=[CH:33][CH:32]=[CH:31][CH:30]=2)[C:5]([C:14]2[CH:15]=[CH:16][C:17](=[O:23])[N:18]([CH:20]([CH3:22])[CH3:21])[N:19]=2)=[C:6]([C:8]2[CH:9]=[CH:10][CH:11]=[CH:12][CH:13]=2)[N:7]=1, predict the reactants needed to synthesize it. The reactants are: [NH2:1][C:2]1[NH:3][C:4](=[O:24])[C:5]([C:14]2[CH:15]=[CH:16][C:17](=[O:23])[N:18]([CH:20]([CH3:22])[CH3:21])[N:19]=2)=[C:6]([C:8]2[CH:13]=[CH:12][CH:11]=[CH:10][CH:9]=2)[N:7]=1.Br[CH2:26][C:27]([C:29]1[CH:34]=[CH:33][CH:32]=[CH:31][CH:30]=1)=[O:28]. (2) Given the product [O:1]1[CH2:5][CH2:4][CH2:3][CH:2]1[C:6]([N:8]1[CH2:9][CH2:10][NH:11][CH2:12][CH2:13]1)=[O:7], predict the reactants needed to synthesize it. The reactants are: [O:1]1[CH:5]=[CH:4][CH:3]=[C:2]1[C:6]([N:8]1[CH2:13][CH2:12][NH:11][CH2:10][CH2:9]1)=[O:7].Br.O1CCCC1C(N1CCNCC1)=O.[OH-].[Na+].C([O-])([O-])=O.[Na+].[Na+]. (3) Given the product [C:19]([O:22][C:23]([NH:1][CH:2]([CH2:3][C:4]1[C:12]2[C:7](=[CH:8][CH:9]=[CH:10][CH:11]=2)[N:6]([CH3:35])[CH:5]=1)[C:13]([OH:15])=[O:14])=[O:24])([CH3:21])([CH3:20])[CH3:18], predict the reactants needed to synthesize it. The reactants are: [NH2:1][C@H:2]([C:13]([OH:15])=[O:14])[CH2:3][C:4]1[C:12]2[C:7](=[CH:8][CH:9]=[CH:10][CH:11]=2)[NH:6][CH:5]=1.[OH-].[Na+].[CH3:18][C:19]([O:22][C:23](O[C:23]([O:22][C:19]([CH3:21])([CH3:20])[CH3:18])=[O:24])=[O:24])([CH3:21])[CH3:20].Cl.O1CCOC[CH2:35]1.